Task: Predict which catalyst facilitates the given reaction.. Dataset: Catalyst prediction with 721,799 reactions and 888 catalyst types from USPTO (1) Reactant: C([Li])CCC.I[C:7]1[CH:12]=[C:11]([O:13][CH3:14])[C:10]([O:15][CH:16]([CH3:18])[CH3:17])=[C:9]([O:19][CH3:20])[CH:8]=1.[B:21](OC(C)C)([O:26]C(C)C)[O:22]C(C)C.O.Cl. Product: [CH:16]([O:15][C:10]1[C:11]([O:13][CH3:14])=[CH:12][C:7]([B:21]([OH:26])[OH:22])=[CH:8][C:9]=1[O:19][CH3:20])([CH3:18])[CH3:17]. The catalyst class is: 188. (2) Reactant: [C-:1]#[N:2].[Na+].[CH3:4][C:5]1[CH:10]=[C:9]([C:11]2[CH:12]=[N:13][N:14]([CH2:16][C:17]3([CH3:20])[CH2:19][O:18]3)[CH:15]=2)[N:8]=[C:7]([NH:21][C:22]2[CH:27]=[C:26]([C:28]([F:31])([F:30])[F:29])[CH:25]=[CH:24][N:23]=2)[CH:6]=1. Product: [OH:18][C:17]([CH3:20])([CH2:16][N:14]1[CH:15]=[C:11]([C:9]2[CH:10]=[C:5]([CH3:4])[CH:6]=[C:7]([NH:21][C:22]3[CH:27]=[C:26]([C:28]([F:29])([F:30])[F:31])[CH:25]=[CH:24][N:23]=3)[N:8]=2)[CH:12]=[N:13]1)[CH2:19][C:1]#[N:2]. The catalyst class is: 40. (3) Reactant: [N+:1]([C:4]1[CH:9]=[CH:8][CH:7]=[CH:6][C:5]=1[S:10](Cl)(=[O:12])=[O:11])([O-:3])=[O:2].[CH3:14][NH:15][CH2:16][CH3:17].C(Cl)(Cl)Cl.C(N(CC)CC)C. Product: [CH2:16]([N:15]([CH3:14])[S:10]([C:5]1[CH:6]=[CH:7][CH:8]=[CH:9][C:4]=1[N+:1]([O-:3])=[O:2])(=[O:12])=[O:11])[CH3:17]. The catalyst class is: 6. (4) Reactant: [C:1]([C:5]1[CH:9]=[C:8]([O:10]CC2C=CC(C(OC)=O)=CC=2)[N:7]([CH2:22][C:23]2[CH:32]=[CH:31][C:26]([C:27]([O:29][CH3:30])=[O:28])=[CH:25][CH:24]=2)[N:6]=1)([CH3:4])([CH3:3])[CH3:2]. Product: [C:1]([C:5]1[CH2:9][C:8](=[O:10])[N:7]([CH2:22][C:23]2[CH:24]=[CH:25][C:26]([C:27]([O:29][CH3:30])=[O:28])=[CH:31][CH:32]=2)[N:6]=1)([CH3:4])([CH3:2])[CH3:3]. The catalyst class is: 481. (5) The catalyst class is: 442. Product: [CH:16]1([NH:15][C:3]2[CH:2]=[CH:1][C:6]([CH2:7][C:8]3[CH:13]=[CH:12][C:11]([NH:14][CH:1]4[CH2:6][CH2:5][CH2:4][CH2:3][CH2:2]4)=[CH:10][CH:9]=3)=[CH:5][CH:4]=2)[CH2:21][CH2:20][CH2:19][CH2:18][CH2:17]1. Reactant: [CH:1]1[C:6]([CH2:7][C:8]2[CH:13]=[CH:12][C:11]([NH2:14])=[CH:10][CH:9]=2)=[CH:5][CH:4]=[C:3]([NH2:15])[CH:2]=1.[C:16]1(=O)[CH2:21][CH2:20][CH2:19][CH2:18][CH2:17]1.[BH4-].[Na+].[OH-].[K+]. (6) Reactant: [Cl:1][C:2]1[CH:10]=[C:9]2[C:5]([CH:6]([CH2:12][C:13]3[CH:18]=[CH:17][CH:16]=[C:15]([Cl:19])[CH:14]=3)[C:7](=[O:11])[NH:8]2)=[CH:4][CH:3]=1.[C:20]1(=[O:26])[CH2:25][CH2:24][CH2:23][CH:22]=[CH:21]1.N12CCCN=C1CCCCC2. Product: [Cl:1][C:2]1[CH:10]=[C:9]2[C:5]([C:6]([CH2:12][C:13]3[CH:18]=[CH:17][CH:16]=[C:15]([Cl:19])[CH:14]=3)([CH:22]3[CH2:23][CH2:24][CH2:25][C:20](=[O:26])[CH2:21]3)[C:7](=[O:11])[NH:8]2)=[CH:4][CH:3]=1. The catalyst class is: 5.